Dataset: Full USPTO retrosynthesis dataset with 1.9M reactions from patents (1976-2016). Task: Predict the reactants needed to synthesize the given product. (1) Given the product [C:1]([O:4][C@@H:5]1[CH2:9][C@H:8]([C:10]2[N:14]3[C:15]4[CH:21]=[CH:20][N:19]([S:22]([C:25]5[CH:31]=[CH:30][C:28]([CH3:29])=[CH:27][CH:26]=5)(=[O:24])=[O:23])[C:16]=4[N:17]=[CH:18][C:13]3=[CH:12][N:11]=2)[N:7]([C:33](=[O:35])[CH3:34])[CH2:6]1)(=[O:3])[CH3:2], predict the reactants needed to synthesize it. The reactants are: [C:1]([O:4][C@@H:5]1[CH2:9][C@H:8]([C:10](=O)[NH:11][CH2:12][C:13]2[N:14]=[C:15]3[CH:21]=[CH:20][N:19]([S:22]([C:25]4[CH:31]=[CH:30][C:28]([CH3:29])=[CH:27][CH:26]=4)(=[O:24])=[O:23])[C:16]3=[N:17][CH:18]=2)[N:7]([C:33](=[O:35])[CH3:34])[CH2:6]1)(=[O:3])[CH3:2].C(O)(C(F)(F)F)=O.C(OC(C(F)(F)F)=O)(C(F)(F)F)=O. (2) Given the product [CH:13]1([CH2:16][O:17][C:18]2[CH:23]=[CH:22][C:21]([S:24]([CH3:27])(=[O:26])=[O:25])=[CH:20][C:19]=2[C:2]2[N:7]3[CH:8]=[N:9][N:10]=[C:6]3[C:5](=[O:11])[N:4]([CH3:12])[CH:3]=2)[CH2:14][CH2:15]1, predict the reactants needed to synthesize it. The reactants are: Br[C:2]1[N:7]2[CH:8]=[N:9][N:10]=[C:6]2[C:5](=[O:11])[N:4]([CH3:12])[CH:3]=1.[CH:13]1([CH2:16][O:17][C:18]2[CH:23]=[CH:22][C:21]([S:24]([CH3:27])(=[O:26])=[O:25])=[CH:20][C:19]=2B2OC(C)(C)C(C)(C)O2)[CH2:15][CH2:14]1.[O-]P([O-])([O-])=O.[K+].[K+].[K+].N#N. (3) Given the product [CH2:1]([C:8]1[S:9][CH:10]=[C:11]([C:13]2[CH:14]=[C:15]([OH:19])[CH:16]=[CH:17][CH:18]=2)[N:12]=1)[C:2]1[CH:3]=[CH:4][CH:5]=[CH:6][CH:7]=1, predict the reactants needed to synthesize it. The reactants are: [CH2:1]([C:8]1[S:9][CH:10]=[C:11]([C:13]2[CH:18]=[CH:17][CH:16]=[C:15]([O:19]C)[CH:14]=2)[N:12]=1)[C:2]1[CH:7]=[CH:6][CH:5]=[CH:4][CH:3]=1.B(Br)(Br)Br. (4) Given the product [C:41]([CH2:40][N:17]([CH2:18][C:19]1[N:24]2[N:25]=[CH:26][CH:27]=[C:23]2[N:22]=[C:21]([C:28](=[O:39])[NH:29][CH2:30][C:31]2[CH:36]=[CH:35][C:34]([F:37])=[C:33]([F:38])[CH:32]=2)[CH:20]=1)[CH:13]1[C:14]2[C:10](=[C:9]([CH3:48])[C:8]([C:6]([OH:7])=[O:5])=[CH:16][CH:15]=2)[CH2:11][CH2:12]1)([OH:43])=[O:42], predict the reactants needed to synthesize it. The reactants are: C([O:5][C:6]([C:8]1[C:9]([CH3:48])=[C:10]2[C:14](=[CH:15][CH:16]=1)[CH:13]([N:17]([CH2:40][C:41]([O:43]C(C)(C)C)=[O:42])[CH2:18][C:19]1[N:24]3[N:25]=[CH:26][CH:27]=[C:23]3[N:22]=[C:21]([C:28](=[O:39])[NH:29][CH2:30][C:31]3[CH:36]=[CH:35][C:34]([F:37])=[C:33]([F:38])[CH:32]=3)[CH:20]=1)[CH2:12][CH2:11]2)=[O:7])(C)(C)C.FC(F)(F)C(O)=O.O. (5) Given the product [Cl:1][C:2]1[CH:3]=[C:4]([C:9]2([CH3:24])[CH:18]([C:19]([O:21][CH3:22])=[O:20])[CH:17]([OH:23])[C:16]3[C:11](=[CH:12][CH:13]=[CH:14][CH:15]=3)[O:10]2)[CH:5]=[CH:6][C:7]=1[Cl:8], predict the reactants needed to synthesize it. The reactants are: [Cl:1][C:2]1[CH:3]=[C:4]([C:9]2([CH3:24])[CH:18]([C:19]([O:21][CH3:22])=[O:20])[C:17](=[O:23])[C:16]3[C:11](=[CH:12][CH:13]=[CH:14][CH:15]=3)[O:10]2)[CH:5]=[CH:6][C:7]=1[Cl:8].[BH4-].[Na+]. (6) Given the product [Cl:25][C:26]1[CH:34]=[C:30]([C:31]([NH:16][C@H:11]2[CH2:12][C:13](=[O:47])[N:15]([CH3:14])[CH2:10]2)=[O:33])[CH:29]=[N:28][C:27]=1[Cl:35], predict the reactants needed to synthesize it. The reactants are: CN(C(ON1N=[N:16][C:11]2[CH:12]=[CH:13][CH:14]=[N:15][C:10]1=2)=[N+](C)C)C.F[P-](F)(F)(F)(F)F.[Cl:25][C:26]1[C:27]([Cl:35])=[N:28][CH:29]=[C:30]([CH:34]=1)[C:31]([OH:33])=O.CCN(C(C)C)C(C)C.CC(N(C)C)=[O:47].